From a dataset of Retrosynthesis with 50K atom-mapped reactions and 10 reaction types from USPTO. Predict the reactants needed to synthesize the given product. (1) Given the product O=S([O-])c1cccc(F)c1, predict the reactants needed to synthesize it. The reactants are: O=S(=O)(Cl)c1cccc(F)c1. (2) Given the product CCN1CCN(Cc2ccc(NC(=O)Cc3ccc(-n4cnc5cccnc54)cc3)cc2C(F)(F)F)CC1, predict the reactants needed to synthesize it. The reactants are: CCN1CCN(Cc2ccc(N)cc2C(F)(F)F)CC1.O=C(O)Cc1ccc(-n2cnc3cccnc32)cc1. (3) Given the product O=C(Nc1ccccc1NC(=O)c1ccc2c(Br)c[nH]c2c1)OCC1CCN(c2ccncc2)CC1, predict the reactants needed to synthesize it. The reactants are: Nc1ccccc1NC(=O)OCC1CCN(c2ccncc2)CC1.O=C(O)c1ccc2c(Br)c[nH]c2c1. (4) The reactants are: CNCCOc1n[nH]c2ncnc(Nc3ccc(OCc4cccc(F)c4)c(Cl)c3)c12.O=C(O)CO. Given the product CN(CCOc1n[nH]c2ncnc(Nc3ccc(OCc4cccc(F)c4)c(Cl)c3)c12)C(=O)CO, predict the reactants needed to synthesize it.